Dataset: Forward reaction prediction with 1.9M reactions from USPTO patents (1976-2016). Task: Predict the product of the given reaction. Given the reactants [Cl:1][C:2]1[CH:7]=[CH:6][C:5]([C:8]2[CH:13]=[N:12][N:11]3[C:14](=[O:17])[NH:15][N:16]=[C:10]3[C:9]=2[C:18]2[CH:23]=[CH:22][C:21]([Cl:24])=[CH:20][CH:19]=2)=[CH:4][CH:3]=1.[C:25]1([NH:31][CH2:32][CH2:33]O)[CH:30]=[CH:29][CH:28]=[CH:27][CH:26]=1.C1(P(C2C=CC=CC=2)C2C=CC=CC=2)C=CC=CC=1.N(C(OCC)=O)=NC(OCC)=O, predict the reaction product. The product is: [Cl:1][C:2]1[CH:7]=[CH:6][C:5]([C:8]2[CH:13]=[N:12][N:11]3[C:14](=[O:17])[N:15]([CH2:33][CH2:32][NH:31][C:25]4[CH:30]=[CH:29][CH:28]=[CH:27][CH:26]=4)[N:16]=[C:10]3[C:9]=2[C:18]2[CH:23]=[CH:22][C:21]([Cl:24])=[CH:20][CH:19]=2)=[CH:4][CH:3]=1.